This data is from Full USPTO retrosynthesis dataset with 1.9M reactions from patents (1976-2016). The task is: Predict the reactants needed to synthesize the given product. (1) Given the product [OH:8][C:9]1[CH:10]=[C:11]([CH:20]([OH:26])[CH2:21][NH:43][C:40]2([CH2:39][C:38]3[CH:44]=[CH:45][C:35]([OH:34])=[CH:36][CH:37]=3)[CH2:42][CH2:41]2)[C:12]2[O:17][CH2:16][C:15](=[O:18])[NH:14][C:13]=2[CH:19]=1, predict the reactants needed to synthesize it. The reactants are: C([O:8][C:9]1[CH:10]=[C:11]([C:20](=[O:26])[CH:21](OCC)O)[C:12]2[O:17][CH2:16][C:15](=[O:18])[NH:14][C:13]=2[CH:19]=1)C1C=CC=CC=1.C([O:34][C:35]1[CH:45]=[CH:44][C:38]([CH2:39][C:40]2([NH2:43])[CH2:42][CH2:41]2)=[CH:37][CH:36]=1)C1C=CC=CC=1.FC(F)(F)C([O-])=O. (2) The reactants are: [CH2:1]([O:8][C:9]1[C:10](=[O:24])[NH:11][C:12](=[O:23])[N:13]([CH2:15][CH2:16][C:17]2[CH:22]=[CH:21][CH:20]=[CH:19][CH:18]=2)[N:14]=1)[C:2]1[CH:7]=[CH:6][CH:5]=[CH:4][CH:3]=1.BrC1C(=O)NC(=O)N([CH2:32][C:33]2C3[C:34](=[CH:35]C=CC=3)[C:33]([CH3:32])=[CH:35][CH:34]=2)N=1. Given the product [CH2:1]([O:8][C:9]1[C:10](=[O:24])[NH:11][C:12](=[O:23])[N:13]([CH2:15][C:16]2[C:17]3[C:18](=[CH:19][CH:20]=[CH:21][CH:22]=3)[C:34]([CH3:35])=[CH:33][CH:32]=2)[N:14]=1)[C:2]1[CH:7]=[CH:6][CH:5]=[CH:4][CH:3]=1, predict the reactants needed to synthesize it. (3) The reactants are: Cl[C:2]1[CH:11]=[CH:10][C:5]([C:6]([O:8][CH3:9])=[O:7])=[C:4]([NH:12][CH2:13][CH2:14][C:15]2[CH:20]=[CH:19][CH:18]=[C:17]([F:21])[CH:16]=2)[N:3]=1.[Cl-].[C:23]([C:25]1[CH:30]=[CH:29][CH:28]=[CH:27][C:26]=1B(O)O)#[N:24].C([O-])([O-])=O.[K+].[K+]. Given the product [C:23]([C:25]1[CH:30]=[CH:29][CH:28]=[CH:27][C:26]=1[C:2]1[CH:11]=[CH:10][C:5]([C:6]([O:8][CH3:9])=[O:7])=[C:4]([NH:12][CH2:13][CH2:14][C:15]2[CH:20]=[CH:19][CH:18]=[C:17]([F:21])[CH:16]=2)[N:3]=1)#[N:24], predict the reactants needed to synthesize it. (4) Given the product [CH:1]1([CH2:4][O:5][C:6]2[N:11]=[C:10]([C:12]([N:28]3[CH2:29][C@:23]4([CH3:22])[CH2:30][C@H:27]3[CH2:26][C:25]([CH3:32])([CH3:31])[CH2:24]4)=[O:14])[CH:9]=[CH:8][C:7]=2[N:15]2[CH2:18][C:17]([F:20])([F:19])[CH2:16]2)[CH2:2][CH2:3]1, predict the reactants needed to synthesize it. The reactants are: [CH:1]1([CH2:4][O:5][C:6]2[N:11]=[C:10]([C:12]([OH:14])=O)[CH:9]=[CH:8][C:7]=2[N:15]2[CH2:18][C:17]([F:20])([F:19])[CH2:16]2)[CH2:3][CH2:2]1.Cl.[CH3:22][C@:23]12[CH2:30][C@H:27]([NH:28][CH2:29]1)[CH2:26][C:25]([CH3:32])([CH3:31])[CH2:24]2.CN(C(ON1N=NC2C=CC=CC1=2)=[N+](C)C)C.[B-](F)(F)(F)F.CCN(C(C)C)C(C)C.